This data is from Reaction yield outcomes from USPTO patents with 853,638 reactions. The task is: Predict the reaction yield, written as a fraction of the theoretical maximum amount of product (1.0 means a 100% yield; for example, 0.34 means a 34% yield). (1) The reactants are [OH:1][C:2]1[CH:11]=[C:10]2[C:5]([C:6](=O)[CH2:7][C@H:8]([C:12]3[CH:21]=[CH:20][C:15]([C:16]([O:18][CH3:19])=[O:17])=[CH:14][CH:13]=3)[O:9]2)=[CH:4][CH:3]=1.C([O-])(=O)C.[Na+].[CH3:28][O:29][NH2:30].Cl. The catalyst is CO. The product is [OH:1][C:2]1[CH:11]=[C:10]2[C:5]([C:6](=[N:30][O:29][CH3:28])[CH2:7][C@H:8]([C:12]3[CH:21]=[CH:20][C:15]([C:16]([O:18][CH3:19])=[O:17])=[CH:14][CH:13]=3)[O:9]2)=[CH:4][CH:3]=1. The yield is 0.770. (2) The reactants are [CH2:1]([O:3][C:4](=[O:25])[CH2:5][NH:6][C:7]1[CH:12]=[C:11]([C:13]2[N:17]=[C:16]([C:18]3[S:19][CH:20]=[CH:21][C:22]=3[Cl:23])[O:15][N:14]=2)[CH:10]=[CH:9][C:8]=1[Cl:24])[CH3:2].C=O.[C:28]([BH3-])#N.[Na+].[OH-].[Na+]. The catalyst is C(O)(=O)C. The product is [CH2:1]([O:3][C:4](=[O:25])[CH2:5][N:6]([C:7]1[CH:12]=[C:11]([C:13]2[N:17]=[C:16]([C:18]3[S:19][CH:20]=[CH:21][C:22]=3[Cl:23])[O:15][N:14]=2)[CH:10]=[CH:9][C:8]=1[Cl:24])[CH3:28])[CH3:2]. The yield is 0.960.